From a dataset of Kinase inhibitor bioactivity data combining Ki, Kd, and IC50 measurements. Regression. Given a target protein amino acid sequence and a drug SMILES string, predict the binding affinity score between them. We predict KIBA score (integrated kinase binding score). Dataset: kiba. The drug is COc1cccc(C(C)NC(=O)c2cnc(-c3ccncc3)nc2)c1. The target protein (P51812) has sequence MPLAQLADPWQKMAVESPSDSAENGQQIMDEPMGEEEINPQTEEVSIKEIAITHHVKEGHEKADPSQFELLKVLGQGSFGKVFLVKKISGSDARQLYAMKVLKKATLKVRDRVRTKMERDILVEVNHPFIVKLHYAFQTEGKLYLILDFLRGGDLFTRLSKEVMFTEEDVKFYLAELALALDHLHSLGIIYRDLKPENILLDEEGHIKLTDFGLSKESIDHEKKAYSFCGTVEYMAPEVVNRRGHTQSADWWSFGVLMFEMLTGTLPFQGKDRKETMTMILKAKLGMPQFLSPEAQSLLRMLFKRNPANRLGAGPDGVEEIKRHSFFSTIDWNKLYRREIHPPFKPATGRPEDTFYFDPEFTAKTPKDSPGIPPSANAHQLFRGFSFVAITSDDESQAMQTVGVHSIVQQLHRNSIQFTDGYEVKEDIGVGSYSVCKRCIHKATNMEFAVKIIDKSKRDPTEEIEILLRYGQHPNIITLKDVYDDGKYVYVVTELMKGGE.... The KIBA score is 11.5.